This data is from CYP2C9 inhibition data for predicting drug metabolism from PubChem BioAssay. The task is: Regression/Classification. Given a drug SMILES string, predict its absorption, distribution, metabolism, or excretion properties. Task type varies by dataset: regression for continuous measurements (e.g., permeability, clearance, half-life) or binary classification for categorical outcomes (e.g., BBB penetration, CYP inhibition). Dataset: cyp2c9_veith. (1) The molecule is CN(C)C(=O)c1ccc(-c2cncnc2NCCc2cnc[nH]2)cc1. The result is 0 (non-inhibitor). (2) The molecule is CCOCCn1c(CN(Cc2ccccc2)Cc2ccccc2)nc2c1c(=O)[nH]c(=O)n2C. The result is 1 (inhibitor). (3) The drug is O=C(CNc1cccc(Cl)c1)c1ccc(Cl)cc1. The result is 0 (non-inhibitor). (4) The drug is CCc1nnc(NS(=O)(=O)c2ccc(N=Cc3c(C)[nH]n(-c4ccc(C)cc4)c3=O)cc2)s1. The result is 1 (inhibitor).